Dataset: TCR-epitope binding with 47,182 pairs between 192 epitopes and 23,139 TCRs. Task: Binary Classification. Given a T-cell receptor sequence (or CDR3 region) and an epitope sequence, predict whether binding occurs between them. (1) The epitope is FTISVTTEIL. The TCR CDR3 sequence is CASSQDKTTNYGYTF. Result: 1 (the TCR binds to the epitope). (2) The epitope is TLIGDCATV. The TCR CDR3 sequence is CASSTTGSTEAFF. Result: 0 (the TCR does not bind to the epitope). (3) The epitope is WICLLQFAY. The TCR CDR3 sequence is CASSIYNNQPQHF. Result: 0 (the TCR does not bind to the epitope). (4) The epitope is YLDAYNMMI. The TCR CDR3 sequence is CASSLVQKGTEAFF. Result: 1 (the TCR binds to the epitope). (5) The epitope is EILDITPCSF. The TCR CDR3 sequence is CASSQEGMGLGDTQYF. Result: 1 (the TCR binds to the epitope). (6) The epitope is SQASSRSSSR. The TCR CDR3 sequence is CASNLGGPQQPQHF. Result: 0 (the TCR does not bind to the epitope).